This data is from Peptide-MHC class II binding affinity with 134,281 pairs from IEDB. The task is: Regression. Given a peptide amino acid sequence and an MHC pseudo amino acid sequence, predict their binding affinity value. This is MHC class II binding data. (1) The peptide sequence is PNESYKKQVTIRIGC. The MHC is HLA-DQA10501-DQB10201 with pseudo-sequence HLA-DQA10501-DQB10201. The binding affinity (normalized) is 0.153. (2) The peptide sequence is FGQNTSAIAAAEAQY. The MHC is DRB3_0202 with pseudo-sequence DRB3_0202. The binding affinity (normalized) is 0.436. (3) The peptide sequence is EKKYNAATQFEPLAA. The MHC is HLA-DQA10301-DQB10302 with pseudo-sequence HLA-DQA10301-DQB10302. The binding affinity (normalized) is 0.241. (4) The peptide sequence is SWLEPVQFLRSVFAN. The MHC is DRB1_1501 with pseudo-sequence DRB1_1501. The binding affinity (normalized) is 0.546. (5) The peptide sequence is AAPAAVAAAGDAAKG. The MHC is HLA-DQA10301-DQB10302 with pseudo-sequence HLA-DQA10301-DQB10302. The binding affinity (normalized) is 0.218. (6) The peptide sequence is SQDLELSWNLNGLMAY. The MHC is DRB1_1302 with pseudo-sequence DRB1_1302. The binding affinity (normalized) is 0.965. (7) The peptide sequence is TAAVELARALVRAVA. The MHC is DRB1_1302 with pseudo-sequence DRB1_1302. The binding affinity (normalized) is 0.564.